From a dataset of Full USPTO retrosynthesis dataset with 1.9M reactions from patents (1976-2016). Predict the reactants needed to synthesize the given product. (1) Given the product [CH3:18][C:16]1[S:17][C:13]([CH:12]=[N:9][NH:8][C:6](=[O:7])[C:5]2[CH:10]=[CH:11][C:2]([OH:1])=[CH:3][CH:4]=2)=[CH:14][CH:15]=1, predict the reactants needed to synthesize it. The reactants are: [OH:1][C:2]1[CH:11]=[CH:10][C:5]([C:6]([NH:8][NH2:9])=[O:7])=[CH:4][CH:3]=1.[CH3:12][C:13]1[S:17][C:16]([CH:18]=O)=[CH:15][CH:14]=1. (2) Given the product [Br:1][C:2]1[CH:7]=[CH:6][CH:5]=[C:4]([Br:8])[C:3]=1[CH2:9][Br:10], predict the reactants needed to synthesize it. The reactants are: [Br:1][C:2]1[CH:7]=[CH:6][CH:5]=[C:4]([Br:8])[C:3]=1[CH3:9].[Br:10]N1C(=O)CCC1=O.C(OOC(=O)C1C=CC=CC=1)(=O)C1C=CC=CC=1. (3) Given the product [F:1][C:2]1[CH:7]=[CH:6][C:5]([CH:8]([C:12]2[CH:17]=[C:16]([O:18][C:19]([F:23])([F:24])[CH:20]([F:22])[F:21])[CH:15]=[C:14]([F:25])[CH:13]=2)[N+:9]#[C-:10])=[CH:4][C:3]=1[O:26][CH:27]([CH3:29])[CH3:28], predict the reactants needed to synthesize it. The reactants are: [F:1][C:2]1[CH:7]=[CH:6][C:5]([CH:8]([C:12]2[CH:17]=[C:16]([O:18][C:19]([F:24])([F:23])[CH:20]([F:22])[F:21])[CH:15]=[C:14]([F:25])[CH:13]=2)[NH:9][CH:10]=O)=[CH:4][C:3]=1[O:26][CH:27]([CH3:29])[CH3:28].CCN(CC)CC.P(Cl)(Cl)(Cl)=O. (4) Given the product [Br:6][C:7]1[CH:12]=[CH:11][C:10]([O:13][CH:14]([F:16])[F:15])=[C:9]2[C:8]=1[CH:25]=[CH:24][C:26]1([O:17]2)[CH2:29][CH2:28][CH2:27]1, predict the reactants needed to synthesize it. The reactants are: CN(C)C=O.[Br:6][C:7]1[C:8](I)=[C:9]([OH:17])[C:10]([O:13][CH:14]([F:16])[F:15])=[CH:11][CH:12]=1.C(=O)([O-])O.[Na+].[CH:24]([C:26]1(O)[CH2:29][CH2:28][CH2:27]1)=[CH2:25]. (5) Given the product [OH:22][CH2:21][C@@H:17]1[CH2:18][CH2:19][CH2:20][N:16]1[C:9]1[N:8]=[C:7]([NH:6][CH2:5][C:4]2[CH:23]=[CH:24][C:25]([O:26][CH3:27])=[C:2]([Cl:1])[CH:3]=2)[C:12]([C:13](=[O:15])[NH:28][C:29]2[C:30]([CH3:36])=[N:31][N:32]([CH3:35])[C:33]=2[CH3:34])=[CH:11][N:10]=1, predict the reactants needed to synthesize it. The reactants are: [Cl:1][C:2]1[CH:3]=[C:4]([CH:23]=[CH:24][C:25]=1[O:26][CH3:27])[CH2:5][NH:6][C:7]1[C:12]([C:13]([OH:15])=O)=[CH:11][N:10]=[C:9]([N:16]2[CH2:20][CH2:19][CH2:18][C@H:17]2[CH2:21][OH:22])[N:8]=1.[NH2:28][C:29]1[C:30]([CH3:36])=[N:31][N:32]([CH3:35])[C:33]=1[CH3:34].Cl.CN(C)CCCN=C=NCC.O.ON1C2C=CC=CC=2N=N1.C(=O)([O-])O.[Na+].